From a dataset of Forward reaction prediction with 1.9M reactions from USPTO patents (1976-2016). Predict the product of the given reaction. (1) Given the reactants [F:1][C:2]1[CH:7]=[CH:6][C:5]([C:8]2[O:12][C:11]([CH2:13][CH2:14][NH2:15])=[N:10][N:9]=2)=[CH:4][CH:3]=1.Cl[C:17]1[CH:22]=[C:21]([C:23]2[CH:28]=[CH:27][CH:26]=[C:25]([CH3:29])[C:24]=2[CH3:30])[N:20]=[C:19]([NH2:31])[N:18]=1, predict the reaction product. The product is: [CH3:30][C:24]1[C:25]([CH3:29])=[CH:26][CH:27]=[CH:28][C:23]=1[C:21]1[N:20]=[C:19]([NH2:31])[N:18]=[C:17]([NH:15][CH2:14][CH2:13][C:11]2[O:12][C:8]([C:5]3[CH:4]=[CH:3][C:2]([F:1])=[CH:7][CH:6]=3)=[N:9][N:10]=2)[CH:22]=1. (2) Given the reactants IC1C=CC([C:8]2[CH:13]=[CH:12][CH:11]=[CH:10][C:9]=2[N:14](C(=O)C)[C:15]2[CH:20]=[CH:19][CH:18]=[CH:17][CH:16]=2)=CC=1.[C:24]1([NH:30][C:31]2[CH:36]=[CH:35][CH:34]=[CH:33][CH:32]=2)[CH:29]=[CH:28][CH:27]=[CH:26][CH:25]=1.C(=O)([O-])[O-].[K+].[K+].[CH3:49][CH2:50][CH2:51][CH2:52][CH2:53][CH2:54][CH2:49][CH2:50][CH2:51][CH2:52][CH2:53][CH3:54].[OH-].[K+], predict the reaction product. The product is: [C:31]1([N:30]([C:49]2[CH:50]=[CH:51][CH:52]=[CH:53][CH:54]=2)[C:24]2[CH:25]=[CH:26][C:27]([C:18]3[CH:19]=[CH:20][C:15]([NH:14][C:9]4[CH:10]=[CH:11][CH:12]=[CH:13][CH:8]=4)=[CH:16][CH:17]=3)=[CH:28][CH:29]=2)[CH:32]=[CH:33][CH:34]=[CH:35][CH:36]=1. (3) Given the reactants CON(C)[C:4](=[O:18])[C:5]1[CH:10]=[CH:9][C:8]([C:11]([F:14])([F:13])[F:12])=[CH:7][C:6]=1[CH2:15][CH2:16][CH3:17].[H-].[H-].[H-].[H-].[Li+].[Al+3].C(C(C(C([O-])=O)O)O)([O-])=O.[K+].[Na+].CCOCC, predict the reaction product. The product is: [CH2:15]([C:6]1[CH:7]=[C:8]([C:11]([F:12])([F:13])[F:14])[CH:9]=[CH:10][C:5]=1[CH:4]=[O:18])[CH2:16][CH3:17]. (4) Given the reactants Cl.[O:2]([NH2:4])[CH3:3].[Cl:5][C:6]1[CH:11]=[CH:10][C:9]([C:12](=O)[CH2:13][N:14]2[CH:18]=[CH:17][CH:16]=[N:15]2)=[CH:8][CH:7]=1, predict the reaction product. The product is: [CH3:3][O:2]/[N:4]=[C:12](\[C:9]1[CH:10]=[CH:11][C:6]([Cl:5])=[CH:7][CH:8]=1)/[CH2:13][N:14]1[CH:18]=[CH:17][CH:16]=[N:15]1.